This data is from Reaction yield outcomes from USPTO patents with 853,638 reactions. The task is: Predict the reaction yield, written as a fraction of the theoretical maximum amount of product (1.0 means a 100% yield; for example, 0.34 means a 34% yield). (1) The reactants are Cl[S:2]([C:5]1[CH:13]=[CH:12][C:8]([C:9]([OH:11])=[O:10])=[CH:7][CH:6]=1)(=[O:4])=[O:3].[NH:14]1[CH2:19][CH2:18][O:17][CH2:16][CH2:15]1.O. The catalyst is C1COCC1. The product is [N:14]1([S:2]([C:5]2[CH:13]=[CH:12][C:8]([C:9]([OH:11])=[O:10])=[CH:7][CH:6]=2)(=[O:4])=[O:3])[CH2:19][CH2:18][O:17][CH2:16][CH2:15]1. The yield is 0.200. (2) The reactants are [Br:1][C:2]1[CH:7]=[CH:6][C:5]([N+:8]([O-:10])=[O:9])=[CH:4][CH:3]=1.Cl[CH2:12][S:13]([C:16]1[CH:21]=[CH:20][CH:19]=[CH:18][CH:17]=1)(=[O:15])=[O:14].CC([O-])(C)C.[K+].C(O)(=O)C. The catalyst is C1COCC1.O.C([O-])(O)=O.[Na+]. The product is [C:16]1([S:13]([CH2:12][C:6]2[CH:7]=[C:2]([Br:1])[CH:3]=[CH:4][C:5]=2[N+:8]([O-:10])=[O:9])(=[O:15])=[O:14])[CH:21]=[CH:20][CH:19]=[CH:18][CH:17]=1. The yield is 0.720.